This data is from Full USPTO retrosynthesis dataset with 1.9M reactions from patents (1976-2016). The task is: Predict the reactants needed to synthesize the given product. (1) Given the product [NH:4]1[C:5]2[CH:10]=[CH:9][CH:8]=[CH:7][C:6]=2[N:2]=[C:3]1[N:11]1[C:15](=[O:16])[C:14](=[CH:25][N:26]([CH3:28])[CH3:27])[C:13]([C:17]2[CH:22]=[CH:21][CH:20]=[CH:19][CH:18]=2)=[N:12]1, predict the reactants needed to synthesize it. The reactants are: Cl.[NH:2]1[C:6]2[CH:7]=[CH:8][CH:9]=[CH:10][C:5]=2[N:4]=[C:3]1[N:11]1[C:15](=[O:16])[CH:14]=[C:13]([C:17]2[CH:22]=[CH:21][CH:20]=[CH:19][CH:18]=2)[NH:12]1.CO[CH:25](OC)[N:26]([CH3:28])[CH3:27]. (2) The reactants are: [O:1]=[C:2]1[C:11]2[C:6](=[CH:7][CH:8]=[CH:9][CH:10]=2)[C:5]([C:12]2[CH:17]=[CH:16][CH:15]=[CH:14][CH:13]=2)=[C:4]([CH:18]([NH:20]C(=O)OC(C)(C)C)[CH3:19])[O:3]1.Cl[C:29]1[N:34]=[CH:33][N:32]=[C:31]2[NH:35][N:36]=[CH:37][C:30]=12.CCN(C(C)C)C(C)C. Given the product [NH:35]1[C:31]2=[N:32][CH:33]=[N:34][C:29]([NH:20][CH:18]([C:4]3[O:3][C:2](=[O:1])[C:11]4[C:6]([C:5]=3[C:12]3[CH:17]=[CH:16][CH:15]=[CH:14][CH:13]=3)=[CH:7][CH:8]=[CH:9][CH:10]=4)[CH3:19])=[C:30]2[CH:37]=[N:36]1, predict the reactants needed to synthesize it. (3) Given the product [Cl:1][C:2]1[CH:18]=[CH:17][C:5]2[S:6][C:7]([C:13]([OH:15])=[O:14])=[C:8]([C:9]([F:12])([F:11])[F:10])[C:4]=2[CH:3]=1, predict the reactants needed to synthesize it. The reactants are: [Cl:1][C:2]1[CH:18]=[CH:17][C:5]2[S:6][C:7]([C:13]([O:15]C)=[O:14])=[C:8]([C:9]([F:12])([F:11])[F:10])[C:4]=2[CH:3]=1.[Li+].[OH-]. (4) The reactants are: [NH2:1][CH2:2][CH:3]1[N:8]2[C:9]3[CH:10]=[CH:11][CH:12]=[C:13]([F:16])[C:14]=3[CH:15]=[C:7]2[C:6]2[N:17]=[C:18]([C:21]3[C:22]([N:41]([CH3:46])[S:42]([CH3:45])(=[O:44])=[O:43])=[CH:23][C:24]4[O:28][C:27]([C:29]5[CH:34]=[CH:33][C:32]([F:35])=[CH:31][CH:30]=5)=[C:26]([C:36]([NH:38][CH3:39])=[O:37])[C:25]=4[CH:40]=3)[CH:19]=[CH:20][C:5]=2[O:4]1.[CH3:47][O:48][C:49]([N:51]1[CH2:55][CH2:54][CH2:53][C@H:52]1[C:56](O)=[O:57])=[O:50].CCN=C=NCCCN(C)C.C(N(CC)CC)C. Given the product [F:16][C:13]1[C:14]2[CH:15]=[C:7]3[C:6]4[N:17]=[C:18]([C:21]5[C:22]([N:41]([CH3:46])[S:42]([CH3:45])(=[O:43])=[O:44])=[CH:23][C:24]6[O:28][C:27]([C:29]7[CH:30]=[CH:31][C:32]([F:35])=[CH:33][CH:34]=7)=[C:26]([C:36](=[O:37])[NH:38][CH3:39])[C:25]=6[CH:40]=5)[CH:19]=[CH:20][C:5]=4[O:4][CH:3]([CH2:2][NH:1][C:56]([C@@H:52]4[CH2:53][CH2:54][CH2:55][N:51]4[C:49]([O:48][CH3:47])=[O:50])=[O:57])[N:8]3[C:9]=2[CH:10]=[CH:11][CH:12]=1, predict the reactants needed to synthesize it.